Predict the reactants needed to synthesize the given product. From a dataset of Full USPTO retrosynthesis dataset with 1.9M reactions from patents (1976-2016). (1) Given the product [Br:28][C:29]1[CH:37]=[CH:36][C:32]([C:33]([C:7]2[CH:12]=[CH:11][C:10]([C:13]3[N:17]([C:18]4[CH:19]=[CH:20][CH:21]=[CH:22][CH:23]=4)[C:16]4[CH:24]=[CH:25][CH:26]=[CH:27][C:15]=4[N:14]=3)=[CH:9][CH:8]=2)=[O:34])=[CH:31][CH:30]=1, predict the reactants needed to synthesize it. The reactants are: [Mg].BrCCBr.Br[C:7]1[CH:12]=[CH:11][C:10]([C:13]2[N:17]([C:18]3[CH:23]=[CH:22][CH:21]=[CH:20][CH:19]=3)[C:16]3[CH:24]=[CH:25][CH:26]=[CH:27][C:15]=3[N:14]=2)=[CH:9][CH:8]=1.[Br:28][C:29]1[CH:37]=[CH:36][C:32]([C:33](Cl)=[O:34])=[CH:31][CH:30]=1.Cl. (2) Given the product [NH2:17][CH2:18][CH2:19][CH2:20][CH2:21][CH2:22][C:23]([NH:25][C@@H:26]([CH2:30][S:31][C:32]([C:45]1[CH:50]=[CH:49][CH:48]=[CH:47][CH:46]=1)([C:33]1[CH:38]=[CH:37][CH:36]=[CH:35][CH:34]=1)[C:39]1[CH:40]=[CH:41][CH:42]=[CH:43][CH:44]=1)[C:27]([NH2:29])=[O:28])=[O:24], predict the reactants needed to synthesize it. The reactants are: C1C2C(COC(=O)[NH:17][CH2:18][CH2:19][CH2:20][CH2:21][CH2:22][C:23]([NH:25][C@@H:26]([CH2:30][S:31][C:32]([C:45]3[CH:50]=[CH:49][CH:48]=[CH:47][CH:46]=3)([C:39]3[CH:44]=[CH:43][CH:42]=[CH:41][CH:40]=3)[C:33]3[CH:38]=[CH:37][CH:36]=[CH:35][CH:34]=3)[C:27]([NH2:29])=[O:28])=[O:24])C3C(=CC=CC=3)C=2C=CC=1.CCN(C(C)C)C(C)C. (3) Given the product [C:22]([C:12]1[C:13]2[C:18](=[CH:17][CH:16]=[C:15]([Cl:19])[CH:14]=2)[N:10]([S:7]([C:1]2[CH:2]=[CH:3][CH:4]=[CH:5][CH:6]=2)(=[O:9])=[O:8])[C:11]=1[CH3:20])(=[O:23])[CH3:21], predict the reactants needed to synthesize it. The reactants are: [C:1]1([S:7]([N:10]2[C:18]3[C:13](=[CH:14][C:15]([Cl:19])=[CH:16][CH:17]=3)[CH:12]=[C:11]2[CH3:20])(=[O:9])=[O:8])[CH:6]=[CH:5][CH:4]=[CH:3][CH:2]=1.[CH3:21][C:22](OC(C)=O)=[O:23].[Al+3].[Cl-].[Cl-].[Cl-]. (4) Given the product [OH:9][C@H:10]1[CH2:14][CH2:13][N:12]([CH2:15][C:16]2[CH:21]=[CH:20][C:19]([CH3:22])=[CH:18][CH:17]=2)[C:11]1=[O:23], predict the reactants needed to synthesize it. The reactants are: Cl.[Si]([O:9][C@H:10]1[CH2:14][CH2:13][N:12]([CH2:15][C:16]2[CH:21]=[CH:20][C:19]([CH3:22])=[CH:18][CH:17]=2)[C:11]1=[O:23])(C(C)(C)C)(C)C. (5) Given the product [F:79][C:78]([F:81])([F:80])[C:76]([OH:82])=[O:77].[F:1][C:2]1[CH:23]=[CH:22][CH:21]=[C:20]([F:24])[C:3]=1[CH2:4][O:5][C:6]1[C:7]2[N:8]([C:13]([C:17]([NH:58][CH:59]3[CH:63]([C:64]([F:65])([F:67])[F:66])[CH2:62][N:61]([C:68]([O:70][C:71]([CH3:74])([CH3:73])[CH3:72])=[O:69])[CH2:60]3)=[O:18])=[C:14]([CH3:16])[N:15]=2)[CH:9]=[C:10]([CH3:12])[CH:11]=1, predict the reactants needed to synthesize it. The reactants are: [F:1][C:2]1[CH:23]=[CH:22][CH:21]=[C:20]([F:24])[C:3]=1[CH2:4][O:5][C:6]1[C:7]2[N:8]([C:13]([C:17](O)=[O:18])=[C:14]([CH3:16])[N:15]=2)[CH:9]=[C:10]([CH3:12])[CH:11]=1.CN(C(ON1N=NC2C=CC=NC1=2)=[N+](C)C)C.F[P-](F)(F)(F)(F)F.C(N(CC)C(C)C)(C)C.[NH2:58][CH:59]1[CH:63]([C:64]([F:67])([F:66])[F:65])[CH2:62][N:61]([C:68]([O:70][C:71]([CH3:74])([CH3:73])[CH3:72])=[O:69])[CH2:60]1.O.[C:76]([OH:82])([C:78]([F:81])([F:80])[F:79])=[O:77]. (6) Given the product [ClH:1].[CH3:13][O:12][C:9]1[CH:10]=[C:11]2[C:6](=[CH:7][C:8]=1[O:14][CH3:15])[N:5]=[CH:4][N:3]=[C:2]2[NH:35][C:32]1[CH:33]=[CH:34][C:29]([O:28][C:24]2[CH:23]=[C:22]([CH:27]=[CH:26][CH:25]=2)[C:21]([OH:37])=[O:20])=[C:30]([CH3:36])[CH:31]=1, predict the reactants needed to synthesize it. The reactants are: [Cl:1][C:2]1[C:11]2[C:6](=[CH:7][C:8]([O:14][CH3:15])=[C:9]([O:12][CH3:13])[CH:10]=2)[N:5]=[CH:4][N:3]=1.C([O:20][C:21](=[O:37])[C:22]1[CH:27]=[CH:26][CH:25]=[C:24]([O:28][C:29]2[CH:34]=[CH:33][C:32]([NH2:35])=[CH:31][C:30]=2[CH3:36])[CH:23]=1)(C)(C)C.